This data is from Reaction yield outcomes from USPTO patents with 853,638 reactions. The task is: Predict the reaction yield, written as a fraction of the theoretical maximum amount of product (1.0 means a 100% yield; for example, 0.34 means a 34% yield). (1) The reactants are C(OC([N:8]1[CH2:13][CH2:12][N:11]([C:14]2[CH:15]=[N:16][C:17]([Cl:20])=[CH:18][CH:19]=2)[CH2:10][CH2:9]1)=O)(C)(C)C.C(O)(C(F)(F)F)=O. The catalyst is C(Cl)Cl. The product is [Cl:20][C:17]1[N:16]=[CH:15][C:14]([N:11]2[CH2:10][CH2:9][NH:8][CH2:13][CH2:12]2)=[CH:19][CH:18]=1. The yield is 0.680. (2) The reactants are [NH2:1][C:2]1[N:10]=[C:9]([F:11])[N:8]=[C:7]2[C:3]=1[N:4]=[C:5]([CH2:18][C:19]1[C:27]([I:28])=[CH:26][C:22]3[O:23][CH2:24][O:25][C:21]=3[CH:20]=1)[N:6]2[CH2:12][CH2:13][CH2:14][CH2:15][CH2:16][OH:17].C([O-])([O-])=O.[Ca+2].[S:34](Cl)(=[O:37])(=[O:36])[NH2:35]. The catalyst is CN(C=O)C. The product is [NH2:1][C:2]1[N:10]=[C:9]([F:11])[N:8]=[C:7]2[C:3]=1[N:4]=[C:5]([CH2:18][C:19]1[C:27]([I:28])=[CH:26][C:22]3[O:23][CH2:24][O:25][C:21]=3[CH:20]=1)[N:6]2[CH2:12][CH2:13][CH2:14][CH2:15][CH2:16][O:17][S:34](=[O:37])(=[O:36])[NH2:35]. The yield is 0.610. (3) The reactants are [CH2:1]([S:3][C:4]1[CH:5]=[C:6]2[C:11](=[C:12]3[CH2:16][C:15]([CH3:18])([CH3:17])[O:14][C:13]=13)[C:10]([C:19]1[CH:20]=[C:21]([CH:28]=[CH:29][CH:30]=1)[C:22]([O:24]C(C)C)=[O:23])=[N:9][C:8]([CH3:32])([CH3:31])[CH2:7]2)[CH3:2].[OH-].[Na+].Cl. The catalyst is CO. The product is [CH2:1]([S:3][C:4]1[CH:5]=[C:6]2[C:11](=[C:12]3[CH2:16][C:15]([CH3:18])([CH3:17])[O:14][C:13]=13)[C:10]([C:19]1[CH:20]=[C:21]([CH:28]=[CH:29][CH:30]=1)[C:22]([OH:24])=[O:23])=[N:9][C:8]([CH3:31])([CH3:32])[CH2:7]2)[CH3:2]. The yield is 0.730. (4) The reactants are [O:1]1[CH2:6][CH2:5][N:4]([C:7]2[CH:8]=[C:9]([NH:13][C:14]3[N:19]=[C:18]4[NH:20][N:21]=[CH:22][C:17]4=[C:16]([C:23]4[CH:24]=[C:25]([NH:29][C:30](=[O:33])[CH:31]=[CH2:32])[CH:26]=[CH:27][CH:28]=4)[N:15]=3)[CH:10]=[CH:11][CH:12]=2)[CH2:3][CH2:2]1.[Cl:34]N1C(=O)CCC1=O. The catalyst is C(Cl)Cl. The product is [Cl:34][C:22]1[C:17]2[C:18](=[N:19][C:14]([NH:13][C:9]3[CH:10]=[CH:11][CH:12]=[C:7]([N:4]4[CH2:3][CH2:2][O:1][CH2:6][CH2:5]4)[CH:8]=3)=[N:15][C:16]=2[C:23]2[CH:24]=[C:25]([NH:29][C:30](=[O:33])[CH:31]=[CH2:32])[CH:26]=[CH:27][CH:28]=2)[NH:20][N:21]=1. The yield is 0.250. (5) The reactants are [NH2:1][C:2]1[CH:7]=[CH:6][C:5]([C:8]2[CH:13]=[CH:12][CH:11]=[C:10]([Cl:14])[CH:9]=2)=[CH:4][C:3]=1[C:15]([CH2:18][C:19]1[CH:24]=[CH:23][CH:22]=[CH:21][CH:20]=1)([OH:17])[CH3:16].NC1C=CC(C2C=CC=C(Cl)C=2)=CC=1[C:39](=[O:41])C.C([Mg]Br)C1C=CC=CC=1.ClC(Cl)(OC(=O)OC(Cl)(Cl)Cl)Cl. The catalyst is C1COCC1. The product is [CH2:18]([C:15]1([CH3:16])[O:17][C:39](=[O:41])[NH:1][C:2]2[CH:7]=[CH:6][C:5]([C:8]3[CH:13]=[CH:12][CH:11]=[C:10]([Cl:14])[CH:9]=3)=[CH:4][C:3]1=2)[C:19]1[CH:20]=[CH:21][CH:22]=[CH:23][CH:24]=1. The yield is 0.300. (6) The reactants are F[P-](F)(F)(F)(F)F.C[N+](C)=C(N(C)C)ON1C2N=CC=CC=2N=N1.Cl.[NH2:26][CH2:27][C:28]1[CH:29]=[C:30]([CH:42]=[CH:43][CH:44]=1)[O:31][C:32]1[CH:41]=[CH:40][C:35]([C:36]([O:38][CH3:39])=[O:37])=[CH:34][CH:33]=1.[NH2:45][C:46]1[N:55]=[C:54]([N:56]2[CH2:61][CH2:60][N:59]([CH3:62])[CH2:58][CH2:57]2)[C:53]2[C:48](=[CH:49][C:50]([C:63](O)=[O:64])=[CH:51][CH:52]=2)[N:47]=1.C(N(CC)C(C)C)(C)C. The catalyst is CN(C)C=O. The product is [NH2:45][C:46]1[N:55]=[C:54]([N:56]2[CH2:57][CH2:58][N:59]([CH3:62])[CH2:60][CH2:61]2)[C:53]2[C:48](=[CH:49][C:50]([C:63]([NH:26][CH2:27][C:28]3[CH:29]=[C:30]([CH:42]=[CH:43][CH:44]=3)[O:31][C:32]3[CH:41]=[CH:40][C:35]([C:36]([O:38][CH3:39])=[O:37])=[CH:34][CH:33]=3)=[O:64])=[CH:51][CH:52]=2)[N:47]=1. The yield is 0.500. (7) The reactants are [C:1]([C:5]1[CH:9]=[C:8]([NH2:10])[N:7]([C:11]2[CH:16]=[CH:15][C:14]([CH3:17])=[CH:13][CH:12]=2)[N:6]=1)([CH3:4])([CH3:3])[CH3:2].C1N=CN([C:23](N2C=NC=C2)=[O:24])C=1.[NH2:30][C:31]1[C:40]2[C:35](=[CH:36][CH:37]=[CH:38][CH:39]=2)[C:34]([O:41][CH2:42][CH:43]([C:45]2[CH:50]=[CH:49][N:48]=[C:47]([NH:51][C:52](=[O:58])[O:53][C:54]([CH3:57])([CH3:56])[CH3:55])[CH:46]=2)[CH3:44])=[CH:33][CH:32]=1. The catalyst is C(Cl)Cl. The product is [C:1]([C:5]1[CH:9]=[C:8]([NH:10][C:23](=[O:24])[NH:30][C:31]2[C:40]3[C:35](=[CH:36][CH:37]=[CH:38][CH:39]=3)[C:34]([O:41][CH2:42][CH:43]([C:45]3[CH:50]=[CH:49][N:48]=[C:47]([NH:51][C:52](=[O:58])[O:53][C:54]([CH3:57])([CH3:56])[CH3:55])[CH:46]=3)[CH3:44])=[CH:33][CH:32]=2)[N:7]([C:11]2[CH:12]=[CH:13][C:14]([CH3:17])=[CH:15][CH:16]=2)[N:6]=1)([CH3:4])([CH3:3])[CH3:2]. The yield is 0.500. (8) The reactants are [F:1][C:2]1C=[CH:8][C:7]([CH2:10][C:11]2[C:20]3[C:15](=[CH:16][CH:17]=[CH:18][C:19]=3[O:21][CH3:22])[C:14](=[O:23])[NH:13][N:12]=2)=[CH:6][C:3]=1C#N.[OH-:24].[K+].[CH2:26]([OH:28])[CH3:27]. The catalyst is O. The product is [F:1][C:2]1[CH:3]=[CH:6][C:7]([CH2:10][C:11]2[C:20]3[C:15](=[CH:16][CH:17]=[CH:18][C:19]=3[O:21][CH3:22])[C:14](=[O:23])[NH:13][N:12]=2)=[CH:8][C:27]=1[C:26]([OH:24])=[O:28]. The yield is 0.830. (9) The reactants are [O:1]=[C:2]1[C:7]([CH2:8][C:9]2[CH:14]=[CH:13][C:12]([C:15]3[C:16]([C:21]#[N:22])=[CH:17][CH:18]=[CH:19][CH:20]=3)=[CH:11][CH:10]=2)=[C:6]([CH2:23][CH2:24][CH3:25])[N:5]2[N:26]=[CH:27][CH:28]=[C:4]2[N:3]1[C@H:29]1[CH2:34][CH2:33][C@H:32]([O:35][CH2:36][C:37](=[O:39])[CH3:38])[CH2:31][CH2:30]1.[CH:40](N(C(C)C)CC)(C)C.FC(F)(F)S(O[Si:55]([C:58]([CH3:61])([CH3:60])[CH3:59])([CH3:57])[CH3:56])(=O)=O.C(=O)([O-])O.[Na+]. The catalyst is C(Cl)Cl.C(OCC)(=O)C. The product is [Si:55]([O:39][C:37]1([CH2:36][O:35][C@H:32]2[CH2:31][CH2:30][C@H:29]([N:3]3[C:2](=[O:1])[C:7]([CH2:8][C:9]4[CH:10]=[CH:11][C:12]([C:15]5[C:16]([C:21]#[N:22])=[CH:17][CH:18]=[CH:19][CH:20]=5)=[CH:13][CH:14]=4)=[C:6]([CH2:23][CH2:24][CH3:25])[N:5]4[N:26]=[CH:27][CH:28]=[C:4]34)[CH2:34][CH2:33]2)[CH2:40][CH2:38]1)([C:58]([CH3:61])([CH3:60])[CH3:59])([CH3:57])[CH3:56]. The yield is 0.680.